This data is from Reaction yield outcomes from USPTO patents with 853,638 reactions. The task is: Predict the reaction yield, written as a fraction of the theoretical maximum amount of product (1.0 means a 100% yield; for example, 0.34 means a 34% yield). (1) The reactants are [Cl:1][C:2]1[CH:7]=[C:6]([C:8](=[NH:11])[NH:9][OH:10])[CH:5]=[CH:4][C:3]=1[CH2:12][C:13]([O:15][CH3:16])=[O:14].[CH3:17][C:18](OC(C)=O)=O. No catalyst specified. The product is [Cl:1][C:2]1[CH:7]=[C:6]([C:8]2[N:11]=[C:17]([CH3:18])[O:10][N:9]=2)[CH:5]=[CH:4][C:3]=1[CH2:12][C:13]([O:15][CH3:16])=[O:14]. The yield is 0.740. (2) The reactants are [Br:1][C:2]1[CH:3]=[CH:4][C:5]2[O:9][CH2:8][C:7](=O)[C:6]=2[CH:11]=1.Cl.[NH:13]([C:15]1[CH:23]=[CH:22][CH:21]=[CH:20][C:16]=1[C:17]([OH:19])=[O:18])N. The catalyst is C(O)C.O. The product is [Br:1][C:2]1[CH:3]=[CH:4][C:5]2[O:9][C:8]3[C:23]4[C:15](=[C:16]([C:17]([OH:19])=[O:18])[CH:20]=[CH:21][CH:22]=4)[NH:13][C:7]=3[C:6]=2[CH:11]=1. The yield is 0.720. (3) The reactants are [CH3:1][C:2]([CH3:15])=[C:3]([C:5]1[CH:14]=[CH:13][C:8]([C:9]([O:11][CH3:12])=[O:10])=[CH:7][CH:6]=1)[CH3:4].[H][H]. The yield is 1.00. The catalyst is CO.[Pd]. The product is [CH3:1][CH:2]([CH3:15])[CH:3]([C:5]1[CH:6]=[CH:7][C:8]([C:9]([O:11][CH3:12])=[O:10])=[CH:13][CH:14]=1)[CH3:4]. (4) The reactants are [CH2:1]([O:3][C@@H:4]1[CH2:8][N:7]([C:9](=[O:19])[C@H:10]([CH:16]([CH3:18])[CH3:17])[NH:11][C:12]([O:14][CH3:15])=[O:13])[C@H:6]([C:20]2[NH:24][C:23]3[C:25]4[C:30]([CH:31]=[CH:32][C:22]=3[N:21]=2)=[CH:29][C:28]2[C:33]3[C:38]([CH2:39][O:40][C:27]=2[CH:26]=4)=[CH:37][C:36]([C:41]2[NH:45][C:44]([C@@H:46]4[CH2:50][CH2:49][CH2:48][N:47]4[C:51](OC(C)(C)C)=[O:52])=[N:43][CH:42]=2)=[CH:35][CH:34]=3)[CH2:5]1)[CH3:2].Cl.[CH3:59][O:60][C:61]([NH:63][C@H:64]([C:68]1[CH:73]=[CH:72][CH:71]=[CH:70][CH:69]=1)C(O)=O)=[O:62].CCN(C(C)C)C(C)C.CCOC(C(C#N)=NOC(N1CCOCC1)=[N+](C)C)=O.F[P-](F)(F)(F)(F)F. The catalyst is C(Cl)Cl.CO.CN(C=O)C. The product is [CH2:1]([O:3][C@@H:4]1[CH2:8][N:7]([C:9](=[O:19])[C@@H:10]([NH:11][C:12]([O:14][CH3:15])=[O:13])[CH:16]([CH3:18])[CH3:17])[C@H:6]([C:20]2[NH:24][C:23]3[C:25]4[C:30]([CH:31]=[CH:32][C:22]=3[N:21]=2)=[CH:29][C:28]2[C:33]3[C:38]([CH2:39][O:40][C:27]=2[CH:26]=4)=[CH:37][C:36]([C:41]2[NH:45][C:44]([C@@H:46]4[CH2:50][CH2:49][CH2:48][N:47]4[C:51](=[O:52])[C@H:64]([NH:63][C:61](=[O:62])[O:60][CH3:59])[C:68]4[CH:73]=[CH:72][CH:71]=[CH:70][CH:69]=4)=[N:43][CH:42]=2)=[CH:35][CH:34]=3)[CH2:5]1)[CH3:2]. The yield is 0.180.